Dataset: Full USPTO retrosynthesis dataset with 1.9M reactions from patents (1976-2016). Task: Predict the reactants needed to synthesize the given product. (1) The reactants are: [Cl:1][C:2]1[N:3]=[CH:4][CH:5]=[C:6]2[C:10]([CH3:11])=[C:9]([CH3:12])[NH:8][C:7]=12.[F:13][C:14]1[CH:21]=[CH:20][C:17]([CH2:18]Cl)=[CH:16][CH:15]=1. Given the product [Cl:1][C:2]1[N:3]=[CH:4][CH:5]=[C:6]2[C:10]([CH3:11])=[C:9]([CH3:12])[N:8]([CH2:18][C:17]3[CH:20]=[CH:21][C:14]([F:13])=[CH:15][CH:16]=3)[C:7]=12, predict the reactants needed to synthesize it. (2) Given the product [CH2:1]([N:8]([CH2:31][CH2:32][CH2:33][CH2:34][CH2:35][CH3:36])[C:9](=[O:30])[CH2:10][C:11]1[CH:28]=[CH:27][C:14]([O:15][CH2:16][C:17]2[CH:26]=[CH:25][CH:24]=[CH:23][C:18]=2[C:19]([OH:21])=[O:20])=[C:13]([F:29])[CH:12]=1)[C:2]1[CH:7]=[CH:6][CH:5]=[CH:4][CH:3]=1, predict the reactants needed to synthesize it. The reactants are: [CH2:1]([N:8]([CH2:31][CH2:32][CH2:33][CH2:34][CH2:35][CH3:36])[C:9](=[O:30])[CH2:10][C:11]1[CH:28]=[CH:27][C:14]([O:15][CH2:16][C:17]2[CH:26]=[CH:25][CH:24]=[CH:23][C:18]=2[C:19]([O:21]C)=[O:20])=[C:13]([F:29])[CH:12]=1)[C:2]1[CH:7]=[CH:6][CH:5]=[CH:4][CH:3]=1.[OH-].[Li+].Cl. (3) Given the product [Br:7][C:4]1[S:3][C:2]([NH:1][C:21](=[O:22])[C:20]2[CH:24]=[C:16]([Cl:15])[CH:17]=[CH:18][C:19]=2[O:25][CH3:26])=[N:6][CH:5]=1, predict the reactants needed to synthesize it. The reactants are: [NH2:1][C:2]1[S:3][C:4]([Br:7])=[CH:5][N:6]=1.C(N(CC)CC)C.[Cl:15][C:16]1[CH:17]=[CH:18][C:19]([O:25][CH3:26])=[C:20]([CH:24]=1)[C:21](Cl)=[O:22]. (4) Given the product [CH3:8][C:6]1([CH3:7])[C:2]([CH3:18])([CH3:1])[O:3][B:4]([C:9]2[CH:10]=[C:11]3[C:15](=[CH:16][CH:17]=2)[N:14]([CH:20]2[CH2:25][CH2:24][N:23]([C:26]([O:28][C:29]([CH3:32])([CH3:31])[CH3:30])=[O:27])[CH2:22][CH2:21]2)[CH2:13][CH2:12]3)[O:5]1, predict the reactants needed to synthesize it. The reactants are: [CH3:1][C:2]1([CH3:18])[C:6]([CH3:8])([CH3:7])[O:5][B:4]([C:9]2[CH:10]=[C:11]3[C:15](=[CH:16][CH:17]=2)[NH:14][CH2:13][CH2:12]3)[O:3]1.O=[C:20]1[CH2:25][CH2:24][N:23]([C:26]([O:28][C:29]([CH3:32])([CH3:31])[CH3:30])=[O:27])[CH2:22][CH2:21]1.[BH-](OC(C)=O)(OC(C)=O)OC(C)=O.[Na+].C([O-])(O)=O.[Na+]. (5) Given the product [C@@H:10]1([C:40]2[S:44][C:43]3[C:45]([CH2:49][C:50]4[CH:51]=[CH:52][C:53]([CH3:56])=[CH:54][CH:55]=4)=[CH:46][CH:47]=[CH:48][C:42]=3[CH:41]=2)[O:11][C@H:12]([CH2:31][OH:32])[C@@H:13]([OH:23])[C@H:14]([OH:15])[C@H:9]1[OH:8], predict the reactants needed to synthesize it. The reactants are: C([O:8][C@@H:9]1[C@@H:14]([O:15]CC2C=CC=CC=2)[C@H:13]([O:23]CC2C=CC=CC=2)[C@@H:12]([CH2:31][O:32]CC2C=CC=CC=2)[O:11][C@H:10]1[C:40]1[S:44][C:43]2[C:45]([CH2:49][C:50]3[CH:55]=[CH:54][C:53]([CH3:56])=[CH:52][CH:51]=3)=[CH:46][CH:47]=[CH:48][C:42]=2[CH:41]=1)C1C=CC=CC=1.C(S)C.C(=O)([O-])[O-].[K+].[K+]. (6) Given the product [CH3:28][N:25]1[CH2:26][CH2:27][CH:22]([NH:21][C:16]([C:12]2[CH:13]=[CH:14][CH:15]=[C:9]3[O:8][C:7]([C:1]4[CH:2]=[CH:3][CH:4]=[CH:5][CH:6]=4)=[N:11][C:10]=23)=[O:18])[CH2:23][CH2:24]1, predict the reactants needed to synthesize it. The reactants are: [C:1]1([C:7]2[O:8][C:9]3[C:10](=[C:12]([C:16]([OH:18])=O)[CH:13]=[CH:14][CH:15]=3)[N:11]=2)[CH:6]=[CH:5][CH:4]=[CH:3][CH:2]=1.Cl.Cl.[NH2:21][CH:22]1[CH2:27][CH2:26][N:25]([CH3:28])[CH2:24][CH2:23]1. (7) Given the product [F:27][C:24]1[CH:23]=[CH:22][C:21]([CH2:20][CH2:19][S:18][CH:6]([CH2:7][C:8]2[CH:9]=[CH:10][C:11]([CH2:14][C:15]([O:17][CH2:32][C:33]3[CH:34]=[CH:35][C:36]([O:39][S:40]([CH3:43])(=[O:42])=[O:41])=[CH:37][CH:38]=3)=[O:16])=[CH:12][CH:13]=2)[C:5]([OH:4])=[O:28])=[CH:26][CH:25]=1, predict the reactants needed to synthesize it. The reactants are: ClC(Cl)(Cl)C[O:4][C:5](=[O:28])[CH:6]([S:18][CH2:19][CH2:20][C:21]1[CH:26]=[CH:25][C:24]([F:27])=[CH:23][CH:22]=1)[CH2:7][C:8]1[CH:13]=[CH:12][C:11]([CH2:14][C:15]([OH:17])=[O:16])=[CH:10][CH:9]=1.O[CH2:32][C:33]1[CH:38]=[CH:37][C:36]([O:39][S:40]([CH3:43])(=[O:42])=[O:41])=[CH:35][CH:34]=1. (8) Given the product [ClH:5].[Cl:5][C:6]1[CH:7]=[CH:8][C:9]([C:12]([C:14]2[C:2]([SH:3])=[N:1][CH:17]=[CH:18][CH:19]=2)=[O:13])=[CH:10][CH:11]=1, predict the reactants needed to synthesize it. The reactants are: [NH2:1][C:2](N)=[S:3].[Cl:5][C:6]1[CH:11]=[CH:10][C:9]([C:12]([C:14]2C(Cl)=N[CH:17]=[CH:18][CH:19]=2)=[O:13])=[CH:8][CH:7]=1. (9) Given the product [CH2:41]([N:3]([CH2:1][CH3:2])[C:4](=[O:40])[NH:5][C:6]1[C:7]([C:17]2[NH:18][C:19]3[CH:25]=[C:24]([N:26]([CH2:34][CH2:35][N:36]([CH3:38])[CH3:37])[C:27]([N:29]([CH2:30][CH3:31])[CH2:32][CH3:33])=[O:28])[C:23]([F:39])=[CH:22][C:20]=3[N:21]=2)=[N:8][NH:9][CH:10]=1)[CH3:42], predict the reactants needed to synthesize it. The reactants are: [CH2:1]([N:3]([CH2:41][CH3:42])[C:4](=[O:40])[NH:5][C:6]1[C:7]([C:17]2[NH:18][C:19]3[CH:25]=[C:24]([N:26]([CH2:34][CH2:35][N:36]([CH3:38])[CH3:37])[C:27]([N:29]([CH2:32][CH3:33])[CH2:30][CH3:31])=[O:28])[C:23]([F:39])=[CH:22][C:20]=3[N:21]=2)=[N:8][N:9](C2CCCCO2)[CH:10]=1)[CH3:2].FC(F)(F)C([O-])=O. (10) Given the product [N+:1]([CH2:4][C@@H:5]([C:11]1[CH:12]=[CH:13][CH:14]=[CH:15][CH:16]=1)[C@H:6]([OH:10])[CH2:7][CH2:8][CH3:9])([O-:3])=[O:2], predict the reactants needed to synthesize it. The reactants are: [N+:1]([CH2:4][C@@H:5]([C:11]1[CH:16]=[CH:15][CH:14]=[CH:13][CH:12]=1)[C:6](=[O:10])[CH2:7][CH2:8][CH3:9])([O-:3])=[O:2].[BH4-].[Na+].